The task is: Regression. Given a peptide amino acid sequence and an MHC pseudo amino acid sequence, predict their binding affinity value. This is MHC class I binding data.. This data is from Peptide-MHC class I binding affinity with 185,985 pairs from IEDB/IMGT. (1) The peptide sequence is QLSLKMLSL. The MHC is HLA-A02:12 with pseudo-sequence HLA-A02:12. The binding affinity (normalized) is 0.0847. (2) The peptide sequence is REMINHYQV. The MHC is HLA-C04:01 with pseudo-sequence HLA-C04:01. The binding affinity (normalized) is 0.213. (3) The peptide sequence is GSTHVSWPK. The MHC is HLA-A03:01 with pseudo-sequence HLA-A03:01. The binding affinity (normalized) is 0.642. (4) The peptide sequence is INNTFLHL. The MHC is H-2-Db with pseudo-sequence H-2-Db. The binding affinity (normalized) is 0.166. (5) The peptide sequence is HLSGPLAGV. The MHC is HLA-A69:01 with pseudo-sequence HLA-A69:01. The binding affinity (normalized) is 0.904.